Dataset: Peptide-MHC class II binding affinity with 134,281 pairs from IEDB. Task: Regression. Given a peptide amino acid sequence and an MHC pseudo amino acid sequence, predict their binding affinity value. This is MHC class II binding data. (1) The peptide sequence is KGSNPNYLALLVKYVNGDGD. The MHC is DRB1_0405 with pseudo-sequence DRB1_0405. The binding affinity (normalized) is 0.681. (2) The peptide sequence is LVGPTPANIIGRNLLTQIGC. The MHC is DRB1_0101 with pseudo-sequence DRB1_0101. The binding affinity (normalized) is 0.253.